This data is from Catalyst prediction with 721,799 reactions and 888 catalyst types from USPTO. The task is: Predict which catalyst facilitates the given reaction. (1) Reactant: [Cl:1][C:2]1[N:7]=[C:6]([NH:8][C:9](=[O:17])OC2C=CC=CC=2)[CH:5]=[CH:4][C:3]=1[F:18].[F:19][C:20]1[CH:25]=[CH:24][C:23]([C:26]2[CH:27]=[N:28][N:29]3[CH2:34][CH2:33][NH:32][CH2:31][C:30]=23)=[CH:22][CH:21]=1.CCN(C(C)C)C(C)C. Product: [Cl:1][C:2]1[N:7]=[C:6]([NH:8][C:9]([N:32]2[CH2:33][CH2:34][N:29]3[N:28]=[CH:27][C:26]([C:23]4[CH:22]=[CH:21][C:20]([F:19])=[CH:25][CH:24]=4)=[C:30]3[CH2:31]2)=[O:17])[CH:5]=[CH:4][C:3]=1[F:18]. The catalyst class is: 3. (2) Reactant: Br[CH2:2][C:3]([C:5]1[CH:10]=[CH:9][C:8]([Br:11])=[C:7]([O:12][CH:13]([F:15])[F:14])[CH:6]=1)=[O:4].[C:16]([N:23]1[CH2:30][CH2:29][CH2:28][C@H:24]1[C:25]([OH:27])=[O:26])([O:18][C:19]([CH3:22])([CH3:21])[CH3:20])=[O:17].C(N(CC)CC)C. Product: [N:23]1([C:16]([O:18][C:19]([CH3:22])([CH3:21])[CH3:20])=[O:17])[CH2:30][CH2:29][CH2:28][C@H:24]1[C:25]([O:27][CH2:2][C:3]([C:5]1[CH:10]=[CH:9][C:8]([Br:11])=[C:7]([O:12][CH:13]([F:15])[F:14])[CH:6]=1)=[O:4])=[O:26]. The catalyst class is: 210.